From a dataset of NCI-60 drug combinations with 297,098 pairs across 59 cell lines. Regression. Given two drug SMILES strings and cell line genomic features, predict the synergy score measuring deviation from expected non-interaction effect. (1) Drug 1: CC12CCC(CC1=CCC3C2CCC4(C3CC=C4C5=CN=CC=C5)C)O. Drug 2: CC1C(C(=O)NC(C(=O)N2CCCC2C(=O)N(CC(=O)N(C(C(=O)O1)C(C)C)C)C)C(C)C)NC(=O)C3=C4C(=C(C=C3)C)OC5=C(C(=O)C(=C(C5=N4)C(=O)NC6C(OC(=O)C(N(C(=O)CN(C(=O)C7CCCN7C(=O)C(NC6=O)C(C)C)C)C)C(C)C)C)N)C. Cell line: CCRF-CEM. Synergy scores: CSS=16.5, Synergy_ZIP=4.97, Synergy_Bliss=13.9, Synergy_Loewe=15.5, Synergy_HSA=14.4. (2) Drug 1: CCC(=C(C1=CC=CC=C1)C2=CC=C(C=C2)OCCN(C)C)C3=CC=CC=C3.C(C(=O)O)C(CC(=O)O)(C(=O)O)O. Synergy scores: CSS=38.9, Synergy_ZIP=-0.988, Synergy_Bliss=-2.43, Synergy_Loewe=-17.4, Synergy_HSA=-2.68. Cell line: COLO 205. Drug 2: CN(CCCl)CCCl.Cl.